Task: Predict the reactants needed to synthesize the given product.. Dataset: Full USPTO retrosynthesis dataset with 1.9M reactions from patents (1976-2016) (1) Given the product [NH2:14][CH2:13][C:2]1([OH:1])[CH2:3][CH2:4][N:5]([C:8]([O:10][CH2:11][CH3:12])=[O:9])[CH2:6][CH2:7]1, predict the reactants needed to synthesize it. The reactants are: [OH:1][C:2]1([CH2:13][N+:14]([O-])=O)[CH2:7][CH2:6][N:5]([C:8]([O:10][CH2:11][CH3:12])=[O:9])[CH2:4][CH2:3]1. (2) Given the product [CH3:1][O:2][C:3](=[O:20])[CH2:4][CH2:5][CH2:6][CH2:7][C:8]1[O:9][CH:10]=[C:11]([C:13]2[CH:18]=[CH:17][CH:16]=[CH:15][C:14]=2[NH:19][C:28](=[O:30])[CH3:29])[N:12]=1, predict the reactants needed to synthesize it. The reactants are: [CH3:1][O:2][C:3](=[O:20])[CH2:4][CH2:5][CH2:6][CH2:7][C:8]1[O:9][CH:10]=[C:11]([C:13]2[CH:18]=[CH:17][CH:16]=[CH:15][C:14]=2[NH2:19])[N:12]=1.C(N(CC)CC)C.[C:28](Cl)(=[O:30])[CH3:29]. (3) Given the product [F:1][C:2]1[CH:28]=[CH:27][C:5]([CH2:6][N:7]2[CH2:8][CH:9]([S:11][C:12]3[C@H:13]([CH3:26])[C@@H:14]4[C@@H:21]([C@H:22]([OH:24])[CH3:23])[C:20](=[O:25])[N:15]4[C:16]=3[C:17]([O:19][CH2:49][O:48][C:42](=[O:47])[C:43]([CH3:46])([CH3:45])[CH3:44])=[O:18])[CH2:10]2)=[CH:4][CH:3]=1, predict the reactants needed to synthesize it. The reactants are: [F:1][C:2]1[CH:28]=[CH:27][C:5]([CH2:6][N:7]2[CH2:10][CH:9]([S:11][C:12]3[C@H:13]([CH3:26])[C@@H:14]4[C@@H:21]([C@H:22]([OH:24])[CH3:23])[C:20](=[O:25])[N:15]4[C:16]=3[C:17]([OH:19])=[O:18])[CH2:8]2)=[CH:4][CH:3]=1.C(N(CC)CC)C.C(=O)([O-])[O-].[K+].[K+].[C:42]([O:48][CH2:49]I)(=[O:47])[C:43]([CH3:46])([CH3:45])[CH3:44].